Dataset: Full USPTO retrosynthesis dataset with 1.9M reactions from patents (1976-2016). Task: Predict the reactants needed to synthesize the given product. (1) Given the product [Cl:1][C:2]1[CH:3]=[C:4]2[C:9](=[CH:10][CH:11]=1)[NH:8][CH:7]([C:12]1[CH:13]=[C:14]([CH:25]=[CH:26][CH:27]=1)[C:15]([O:17][CH2:18][C:19]1[CH:20]=[CH:21][CH:22]=[CH:23][CH:24]=1)=[O:16])[C:6]([CH3:29])([CH3:28])[CH2:5]2, predict the reactants needed to synthesize it. The reactants are: [Cl:1][C:2]1[CH:3]=[C:4]2[C:9](=[CH:10][CH:11]=1)[NH:8][CH:7]([C:12]1[CH:13]=[C:14]([CH:25]=[CH:26][CH:27]=1)[C:15]([O:17][CH2:18][C:19]1[CH:24]=[CH:23][CH:22]=[CH:21][CH:20]=1)=[O:16])[C:6]([CH3:29])([CH3:28])[CH:5]2O.C([SiH](CC)CC)C.FC(F)(F)C(O)=O. (2) Given the product [C:4]([O:6][N:15]([CH3:16])[CH3:14])(=[O:5])[C:2]([CH3:1])=[CH2:3], predict the reactants needed to synthesize it. The reactants are: [CH3:1][C:2]([C:4]([O:6]CCN(C)C)=[O:5])=[CH2:3].C1C=[C:16](C2N=CC=CC=2)[N:15]=[CH:14]C=1.